Task: Predict the reaction yield, written as a fraction of the theoretical maximum amount of product (1.0 means a 100% yield; for example, 0.34 means a 34% yield).. Dataset: Reaction yield outcomes from USPTO patents with 853,638 reactions (1) The reactants are C([Li])CCC.CC1(C)CCCC(C)(C)N1.[F:16][C:17]1[CH:22]=[N:21][CH:20]=[CH:19][N:18]=1.[CH2:23]([Sn:27](Cl)([CH2:32][CH2:33][CH2:34][CH3:35])[CH2:28][CH2:29][CH2:30][CH3:31])[CH2:24][CH2:25][CH3:26]. The catalyst is C1COCC1. The product is [F:16][C:17]1[C:22]([Sn:27]([CH2:28][CH2:29][CH2:30][CH3:31])([CH2:32][CH2:33][CH2:34][CH3:35])[CH2:23][CH2:24][CH2:25][CH3:26])=[N:21][CH:20]=[CH:19][N:18]=1. The yield is 0.770. (2) The reactants are Br[CH2:2][C:3]1[C:12]([O:13][CH3:14])=[CH:11][CH:10]=[CH:9][C:4]=1[C:5]([O:7][CH3:8])=[O:6].[CH3:15][O-:16].[Na+]. The catalyst is CO. The product is [CH3:14][O:13][C:12]1[C:3]([CH2:2][O:16][CH3:15])=[C:4]([CH:9]=[CH:10][CH:11]=1)[C:5]([O:7][CH3:8])=[O:6]. The yield is 0.770. (3) The product is [CH2:11]([N:7]1[C:8]2[C:4](=[CH:3][C:2]([N:1]3[C:34]([CH3:35])=[CH:33][CH:29]=[C:30]3[CH3:32])=[CH:10][CH:9]=2)[C:5]([C:23]2[CH:24]=[CH:25][CH:26]=[CH:27][CH:28]=2)=[C:6]1[C:18]([O:20][CH2:21][CH3:22])=[O:19])[C:12]1[CH:17]=[CH:16][CH:15]=[CH:14][CH:13]=1. The reactants are [NH2:1][C:2]1[CH:3]=[C:4]2[C:8](=[CH:9][CH:10]=1)[N:7]([CH2:11][C:12]1[CH:17]=[CH:16][CH:15]=[CH:14][CH:13]=1)[C:6]([C:18]([O:20][CH2:21][CH3:22])=[O:19])=[C:5]2[C:23]1[CH:28]=[CH:27][CH:26]=[CH:25][CH:24]=1.[CH2:29]([CH2:33][C:34](=O)[CH3:35])[C:30]([CH3:32])=O. The catalyst is C1(C)C=CC=CC=1. The yield is 0.890. (4) The reactants are [N+:1]([C:4]1[CH:5]=[N:6][C:7]([NH2:10])=[N:8][CH:9]=1)([O-:3])=[O:2].[N:11]1([CH2:16][CH2:17][NH:18][C:19]([C:21]2[CH:26]=[CH:25][C:24](Br)=[CH:23][N:22]=2)=[O:20])[CH2:15][CH2:14][CH2:13][CH2:12]1.C(=O)([O-])[O-].[Cs+].[Cs+].C1(P(C2C=CC=CC=2)C2C3OC4C(=CC=CC=4P(C4C=CC=CC=4)C4C=CC=CC=4)C(C)(C)C=3C=CC=2)C=CC=CC=1. The catalyst is [Pd].[Pd].C(=CC(C=CC1C=CC=CC=1)=O)C1C=CC=CC=1.C(=CC(C=CC1C=CC=CC=1)=O)C1C=CC=CC=1.C(=CC(C=CC1C=CC=CC=1)=O)C1C=CC=CC=1.C(Cl)Cl.CO. The product is [N:11]1([CH2:16][CH2:17][NH:18][C:19]([C:21]2[CH:26]=[CH:25][C:24]([NH:10][C:7]3[N:8]=[CH:9][C:4]([N+:1]([O-:3])=[O:2])=[CH:5][N:6]=3)=[CH:23][N:22]=2)=[O:20])[CH2:15][CH2:14][CH2:13][CH2:12]1. The yield is 0.330.